Predict the reactants needed to synthesize the given product. From a dataset of Full USPTO retrosynthesis dataset with 1.9M reactions from patents (1976-2016). (1) Given the product [O:1]=[C:2]1[NH:3][C:8](=[O:24])[CH2:9][N:10]1[CH:11]1[CH2:12][CH2:13][N:14]([C:17]([O:19][C:20]([CH3:21])([CH3:22])[CH3:23])=[O:18])[CH2:15][CH2:16]1, predict the reactants needed to synthesize it. The reactants are: [O-:1][C:2]#[N:3].[K+].C(O[C:8](=[O:24])[CH2:9][NH:10][CH:11]1[CH2:16][CH2:15][N:14]([C:17]([O:19][C:20]([CH3:23])([CH3:22])[CH3:21])=[O:18])[CH2:13][CH2:12]1)C.C(O)(=O)C. (2) Given the product [C:9]([O:13][C:14]([N:16]1[CH2:21][CH2:20][CH:19]([O:22][C:23]2[CH:28]=[CH:27][CH:26]=[C:25]([NH2:29])[CH:24]=2)[CH2:18][CH2:17]1)=[O:15])([CH3:12])([CH3:10])[CH3:11], predict the reactants needed to synthesize it. The reactants are: C([O-])(=O)C.[Na+].Cl.NO.[C:9]([O:13][C:14]([N:16]1[CH2:21][CH2:20][CH:19]([O:22][C:23]2[CH:28]=[CH:27][CH:26]=[C:25]([N:29]=C(C3C=CC=CC=3)C3C=CC=CC=3)[CH:24]=2)[CH2:18][CH2:17]1)=[O:15])([CH3:12])([CH3:11])[CH3:10]. (3) Given the product [CH3:34][C@H:35]1[N:40]([CH3:41])[CH2:39][CH2:38][N:37]([CH2:42][CH2:43][O:44][C:2]2[CH:7]=[CH:6][N:5]3[C:8]([C:11]([NH:13][C:14]4[CH:22]=[CH:21][CH:20]=[C:19]5[C:15]=4[C:16]([CH3:33])=[N:17][N:18]5[CH2:23][C:24]4[CH:29]=[CH:28][CH:27]=[C:26]([CH:30]([CH3:32])[CH3:31])[N:25]=4)=[O:12])=[CH:9][N:10]=[C:4]3[CH:3]=2)[CH2:36]1, predict the reactants needed to synthesize it. The reactants are: F[C:2]1[CH:7]=[CH:6][N:5]2[C:8]([C:11]([NH:13][C:14]3[CH:22]=[CH:21][CH:20]=[C:19]4[C:15]=3[C:16]([CH3:33])=[N:17][N:18]4[CH2:23][C:24]3[CH:29]=[CH:28][CH:27]=[C:26]([CH:30]([CH3:32])[CH3:31])[N:25]=3)=[O:12])=[CH:9][N:10]=[C:4]2[CH:3]=1.[CH3:34][C@H:35]1[N:40]([CH3:41])[CH2:39][CH2:38][N:37]([CH2:42][CH2:43][OH:44])[CH2:36]1.CC(C)([O-])C.[K+]. (4) Given the product [C:12]([O:11][C:10](=[O:16])[NH:9][C@H:5]([C:2]#[N:1])[CH2:6][C:7]#[CH:8])([CH3:15])([CH3:13])[CH3:14], predict the reactants needed to synthesize it. The reactants are: [NH2:1]/[C:2](/[C@@H:5]([NH:9][C:10](=[O:16])[O:11][C:12]([CH3:15])([CH3:14])[CH3:13])[CH2:6][C:7]#[CH:8])=C\O.C(N1C=CN=C1)(N1C=CN=C1)=O. (5) Given the product [NH2:8][C@H:3]1[CH2:4][CH2:5][CH2:6][CH2:7][N:1]([C:14]([O:13][C:9]([CH3:12])([CH3:11])[CH3:10])=[O:15])[CH2:2]1, predict the reactants needed to synthesize it. The reactants are: [NH:1]1[CH2:7][CH2:6][CH2:5][CH2:4][C@H:3]([NH2:8])[CH2:2]1.[C:9]([O:13][C:14](ON1C(=O)CCC1=O)=[O:15])([CH3:12])([CH3:11])[CH3:10].C1(=O)NC(=O)CC1.C1C=C2C(C(O)(O)C(=O)C2=CC=1)=O.[NH4+].[OH-]. (6) Given the product [Br:22][C:7]1[C:8](=[O:13])[O:9][C:10]2[C:5]([C:6]=1[CH3:14])=[CH:4][C:3]([O:2][CH3:1])=[CH:12][CH:11]=2, predict the reactants needed to synthesize it. The reactants are: [CH3:1][O:2][C:3]1[CH:4]=[C:5]2[C:10](=[CH:11][CH:12]=1)[O:9][C:8](=[O:13])[CH:7]=[C:6]2[CH3:14].C1C(=O)N([Br:22])C(=O)C1. (7) Given the product [F:32][C:29]1[CH:30]=[CH:31][C:25]2[N:24]=[C:23]([C:18]3[C:17]4[C:16]5[C:11](=[CH:12][CH:13]=[CH:14][CH:15]=5)[N:10]([C:8]5[CH:9]=[CH:2][C:3]([C:4]([NH2:5])=[O:46])=[C:6]([NH:45][CH2:44][C:41]6[NH:40][N:39]=[CH:43][CH:42]=6)[CH:7]=5)[C:22]=4[CH:21]=[CH:20][CH:19]=3)[NH:27][C:26]=2[CH:28]=1, predict the reactants needed to synthesize it. The reactants are: F[C:2]1[CH:9]=[C:8]([N:10]2[C:22]3[CH:21]=[CH:20][CH:19]=[C:18]([C:23]4[NH:27][C:26]5[CH:28]=[C:29]([F:32])[CH:30]=[CH:31][C:25]=5[N:24]=4)[C:17]=3[C:16]3[C:11]2=[CH:12][CH:13]=[CH:14][CH:15]=3)[CH:7]=[CH:6][C:3]=1[C:4]#[N:5].C(=O)([O-])[O-].[K+].[K+].[N:39]1[NH:40][C:41]([CH2:44][NH2:45])=[CH:42][CH:43]=1.[OH-:46].[Na+].OO. (8) The reactants are: Br[C:2]1[N:10]=[CH:9][N:8]=[C:7]2[C:3]=1[N:4]=[CH:5][NH:6]2.[NH2:11][CH:12]([C:14]1[C:15]([O:32][CH3:33])=[C:16]([C:22]2[CH:27]=[CH:26][C:25]([F:28])=[C:24]([C:29]([NH2:31])=[O:30])[CH:23]=2)[C:17]([CH3:21])=[C:18]([Cl:20])[CH:19]=1)[CH3:13].C(N(CC)C(C)C)(C)C. Given the product [Cl:20][C:18]1[C:17]([CH3:21])=[C:16]([C:22]2[CH:27]=[CH:26][C:25]([F:28])=[C:24]([C:29]([NH2:31])=[O:30])[CH:23]=2)[C:15]([O:32][CH3:33])=[C:14]([CH:12]([NH:11][C:2]2[N:10]=[CH:9][N:8]=[C:7]3[C:3]=2[N:4]=[CH:5][NH:6]3)[CH3:13])[CH:19]=1, predict the reactants needed to synthesize it. (9) Given the product [CH2:31]([C:30]1[C:29]2[C:24](=[N:25][C:26]([F:34])=[CH:27][CH:28]=2)[N:7]([CH:4]2[CH2:5][CH2:6][O:1][CH2:2][CH2:3]2)[N:8]=1)[CH3:32], predict the reactants needed to synthesize it. The reactants are: [O:1]1[CH2:6][CH2:5][CH:4]([NH:7][NH:8]C(OC(C)(C)C)=O)[CH2:3][CH2:2]1.FC(F)(F)C(O)=O.F[C:24]1[C:29]([C:30](=O)[CH2:31][CH3:32])=[CH:28][CH:27]=[C:26]([F:34])[N:25]=1. (10) Given the product [Br:28][C:25]1[CH:26]=[CH:27][C:22]([O:21][C@H:8]2[O:7][C@H:6]([CH2:5][OH:4])[C@@H:11]([OH:12])[C@H:10]([OH:16])[C@@H:9]2[F:20])=[C:23]([CH3:29])[CH:24]=1, predict the reactants needed to synthesize it. The reactants are: C([O:4][CH2:5][C@@H:6]1[C@@H:11]([O:12]C(=O)C)[C@H:10]([O:16]C(=O)C)[C@H:9]([F:20])[C@@H:8]([O:21][C:22]2[CH:27]=[CH:26][C:25]([Br:28])=[CH:24][C:23]=2[CH3:29])[O:7]1)(=O)C.C[O-].[Na+].